From a dataset of Forward reaction prediction with 1.9M reactions from USPTO patents (1976-2016). Predict the product of the given reaction. Given the reactants [CH3:1][N:2]1[CH2:7][CH2:6][N:5]([CH2:8][CH2:9][O:10][C:11]2[CH:16]=[CH:15][N:14]3[C:17]([C:20]([O-:22])=O)=[CH:18][N:19]=[C:13]3[CH:12]=2)[CH2:4][CH2:3]1.[Li+].ClC1C=C(Cl)C=C(Cl)C=1C(Cl)=O.[CH3:36][N:37]1[C:41]([CH3:42])=[CH:40][C:39]([CH2:43][N:44]2[C:52]3[CH:51]=[CH:50][CH:49]=[C:48]([NH2:53])[C:47]=3[C:46]([CH2:54][CH3:55])=[N:45]2)=[N:38]1, predict the reaction product. The product is: [CH3:36][N:37]1[C:41]([CH3:42])=[CH:40][C:39]([CH2:43][N:44]2[C:52]3[C:47](=[C:48]([NH:53][C:20]([C:17]4[N:14]5[CH:15]=[CH:16][C:11]([O:10][CH2:9][CH2:8][N:5]6[CH2:6][CH2:7][N:2]([CH3:1])[CH2:3][CH2:4]6)=[CH:12][C:13]5=[N:19][CH:18]=4)=[O:22])[CH:49]=[CH:50][CH:51]=3)[C:46]([CH2:54][CH3:55])=[N:45]2)=[N:38]1.